Dataset: NCI-60 drug combinations with 297,098 pairs across 59 cell lines. Task: Regression. Given two drug SMILES strings and cell line genomic features, predict the synergy score measuring deviation from expected non-interaction effect. (1) Synergy scores: CSS=14.5, Synergy_ZIP=-3.64, Synergy_Bliss=-3.03, Synergy_Loewe=-6.44, Synergy_HSA=-5.72. Drug 2: CCN(CC)CCNC(=O)C1=C(NC(=C1C)C=C2C3=C(C=CC(=C3)F)NC2=O)C. Cell line: LOX IMVI. Drug 1: C1C(C(OC1N2C=NC3=C(N=C(N=C32)Cl)N)CO)O. (2) Drug 1: C1CCC(CC1)NC(=O)N(CCCl)N=O. Drug 2: CC1C(C(=O)NC(C(=O)N2CCCC2C(=O)N(CC(=O)N(C(C(=O)O1)C(C)C)C)C)C(C)C)NC(=O)C3=C4C(=C(C=C3)C)OC5=C(C(=O)C(=C(C5=N4)C(=O)NC6C(OC(=O)C(N(C(=O)CN(C(=O)C7CCCN7C(=O)C(NC6=O)C(C)C)C)C)C(C)C)C)N)C. Cell line: HS 578T. Synergy scores: CSS=11.9, Synergy_ZIP=2.52, Synergy_Bliss=11.3, Synergy_Loewe=9.82, Synergy_HSA=10.0. (3) Drug 1: CC12CCC3C(C1CCC2=O)CC(=C)C4=CC(=O)C=CC34C. Drug 2: CC1=C2C(C(=O)C3(C(CC4C(C3C(C(C2(C)C)(CC1OC(=O)C(C(C5=CC=CC=C5)NC(=O)C6=CC=CC=C6)O)O)OC(=O)C7=CC=CC=C7)(CO4)OC(=O)C)O)C)OC(=O)C. Cell line: MOLT-4. Synergy scores: CSS=73.1, Synergy_ZIP=-1.59, Synergy_Bliss=-0.655, Synergy_Loewe=-2.10, Synergy_HSA=-0.566. (4) Drug 1: C1CN(P(=O)(OC1)NCCCl)CCCl. Drug 2: CC1C(C(CC(O1)OC2CC(CC3=C2C(=C4C(=C3O)C(=O)C5=CC=CC=C5C4=O)O)(C(=O)C)O)N)O. Cell line: HOP-62. Synergy scores: CSS=35.4, Synergy_ZIP=-4.26, Synergy_Bliss=-8.52, Synergy_Loewe=-15.3, Synergy_HSA=-7.13. (5) Drug 1: C1C(C(OC1N2C=NC3=C(N=C(N=C32)Cl)N)CO)O. Drug 2: C(=O)(N)NO. Cell line: HS 578T. Synergy scores: CSS=5.02, Synergy_ZIP=-2.93, Synergy_Bliss=-1.55, Synergy_Loewe=-5.73, Synergy_HSA=-1.63. (6) Synergy scores: CSS=8.83, Synergy_ZIP=0.166, Synergy_Bliss=11.2, Synergy_Loewe=9.58, Synergy_HSA=9.67. Drug 1: CCCS(=O)(=O)NC1=C(C(=C(C=C1)F)C(=O)C2=CNC3=C2C=C(C=N3)C4=CC=C(C=C4)Cl)F. Drug 2: C1=CC=C(C(=C1)C(C2=CC=C(C=C2)Cl)C(Cl)Cl)Cl. Cell line: HOP-92. (7) Drug 1: C1=CC(=C2C(=C1NCCNCCO)C(=O)C3=C(C=CC(=C3C2=O)O)O)NCCNCCO. Drug 2: CC1CCC2CC(C(=CC=CC=CC(CC(C(=O)C(C(C(=CC(C(=O)CC(OC(=O)C3CCCCN3C(=O)C(=O)C1(O2)O)C(C)CC4CCC(C(C4)OC)O)C)C)O)OC)C)C)C)OC. Cell line: A549. Synergy scores: CSS=42.8, Synergy_ZIP=-3.92, Synergy_Bliss=-6.01, Synergy_Loewe=1.82, Synergy_HSA=2.89. (8) Drug 1: CCCS(=O)(=O)NC1=C(C(=C(C=C1)F)C(=O)C2=CNC3=C2C=C(C=N3)C4=CC=C(C=C4)Cl)F. Drug 2: C1=CC(=CC=C1CC(C(=O)O)N)N(CCCl)CCCl.Cl. Cell line: MDA-MB-231. Synergy scores: CSS=7.51, Synergy_ZIP=-2.65, Synergy_Bliss=0.390, Synergy_Loewe=-8.34, Synergy_HSA=-1.94. (9) Synergy scores: CSS=8.20, Synergy_ZIP=-2.99, Synergy_Bliss=-0.328, Synergy_Loewe=-7.14, Synergy_HSA=-0.840. Drug 2: C1=CC=C(C(=C1)C(C2=CC=C(C=C2)Cl)C(Cl)Cl)Cl. Drug 1: C1CCC(CC1)NC(=O)N(CCCl)N=O. Cell line: PC-3. (10) Drug 1: CC(C1=C(C=CC(=C1Cl)F)Cl)OC2=C(N=CC(=C2)C3=CN(N=C3)C4CCNCC4)N. Drug 2: C(CCl)NC(=O)N(CCCl)N=O. Cell line: HOP-92. Synergy scores: CSS=14.9, Synergy_ZIP=0.0400, Synergy_Bliss=3.69, Synergy_Loewe=1.25, Synergy_HSA=4.64.